Dataset: Full USPTO retrosynthesis dataset with 1.9M reactions from patents (1976-2016). Task: Predict the reactants needed to synthesize the given product. (1) The reactants are: [C:1]([O:5][CH2:6][CH2:7][O:8][N:9]1C(=O)C2C(=CC=CC=2)C1=O)([CH3:4])([CH3:3])[CH3:2].CNN. Given the product [C:1]([O:5][CH2:6][CH2:7][O:8][NH2:9])([CH3:4])([CH3:3])[CH3:2], predict the reactants needed to synthesize it. (2) Given the product [C:1]([O:4][CH2:5][C:6]1[CH:11]=[C:10]([OH:12])[C:9]([CH2:19][C:20]2[CH:21]=[CH:22][C:23]([O:26][CH3:27])=[CH:24][CH:25]=2)=[C:8]([CH3:28])[CH:7]=1)(=[O:3])[CH3:2], predict the reactants needed to synthesize it. The reactants are: [C:1]([O:4][CH2:5][C:6]1[CH:11]=[C:10]([O:12]C2CCCCO2)[C:9]([CH2:19][C:20]2[CH:25]=[CH:24][C:23]([O:26][CH3:27])=[CH:22][CH:21]=2)=[C:8]([CH3:28])[CH:7]=1)(=[O:3])[CH3:2].C(Cl)Cl.C1(C)C=CC(S([O-])(=O)=O)=CC=1.[NH+]1C=CC=CC=1.